This data is from Full USPTO retrosynthesis dataset with 1.9M reactions from patents (1976-2016). The task is: Predict the reactants needed to synthesize the given product. (1) Given the product [CH:5]1[CH:6]=[CH:7][C:2]([OH:1])=[C:3]([C:8]2[N:12]=[C:11]([C:13]3[CH:18]=[CH:17][CH:16]=[CH:15][C:14]=3[OH:19])[N:10]([C:20]3[CH:28]=[CH:27][C:23]([C:24]([OH:26])=[O:25])=[CH:22][CH:21]=3)[N:9]=2)[CH:4]=1.[C:29]([NH2:33])([CH3:32])([CH3:31])[CH3:30], predict the reactants needed to synthesize it. The reactants are: [OH:1][C:2]1[CH:7]=[CH:6][CH:5]=[CH:4][C:3]=1[C:8]1[N:12]=[C:11]([C:13]2[CH:18]=[CH:17][CH:16]=[CH:15][C:14]=2[OH:19])[N:10]([C:20]2[CH:28]=[CH:27][C:23]([C:24]([OH:26])=[O:25])=[CH:22][CH:21]=2)[N:9]=1.[C:29]([NH2:33])([CH3:32])([CH3:31])[CH3:30]. (2) Given the product [Cl:1][C:2]1[CH:7]=[CH:6][C:5]([C:19]2[CH:25]=[CH:24][C:22]([NH2:23])=[C:21]([F:26])[CH:20]=2)=[CH:4][CH:3]=1, predict the reactants needed to synthesize it. The reactants are: [Cl:1][C:2]1[CH:7]=[CH:6][C:5](OB(O)O)=[CH:4][CH:3]=1.C(=O)([O-])[O-].[Na+].[Na+].Br[C:19]1[CH:25]=[CH:24][C:22]([NH2:23])=[C:21]([F:26])[CH:20]=1.C(OCC)(=O)C. (3) The reactants are: [OH:1][CH2:2][CH2:3][C:4]1[C:13]2[C:8](=[CH:9][C:10]([OH:14])=[CH:11][CH:12]=2)[O:7][C:6](=[O:15])[CH:5]=1.C([O-])([O-])=O.[K+].[K+].[CH2:22](Br)[C:23]1[CH:28]=[CH:27][CH:26]=[CH:25][CH:24]=1. Given the product [OH:1][CH2:2][CH2:3][C:4]1[C:13]2[C:8](=[CH:9][C:10]([O:14][CH2:22][C:23]3[CH:28]=[CH:27][CH:26]=[CH:25][CH:24]=3)=[CH:11][CH:12]=2)[O:7][C:6](=[O:15])[CH:5]=1, predict the reactants needed to synthesize it.